The task is: Predict which catalyst facilitates the given reaction.. This data is from Catalyst prediction with 721,799 reactions and 888 catalyst types from USPTO. (1) Reactant: Br[C:2]1[CH:15]=[CH:14][C:13]2[C:4](=[C:5]([C:22]3[CH:27]=[CH:26][CH:25]=[CH:24][CH:23]=3)[C:6]3[C:11]([C:12]=2[C:16]2[CH:21]=[CH:20][CH:19]=[CH:18][CH:17]=2)=[CH:10][CH:9]=[CH:8][CH:7]=3)[CH:3]=1.[Cl:28][C:29]1[CH:34]=[CH:33][C:32](B(O)O)=[CH:31][CH:30]=1.C(=O)([O-])[O-].[Na+].[Na+]. Product: [Cl:28][C:29]1[CH:34]=[CH:33][C:32]([C:2]2[CH:15]=[CH:14][C:13]3[C:4](=[C:5]([C:22]4[CH:23]=[CH:24][C:25]5[C:26](=[CH:22][CH:5]=[CH:6][CH:7]=5)[CH:27]=4)[C:6]4[C:11]([C:12]=3[C:16]3[CH:17]=[CH:18][C:19]5[C:20](=[CH:15][CH:2]=[CH:3][CH:4]=5)[CH:21]=3)=[CH:10][C:9]([C:32]3[CH:33]=[CH:34][C:29]([Cl:28])=[CH:30][CH:31]=3)=[CH:8][CH:7]=4)[CH:3]=2)=[CH:31][CH:30]=1. The catalyst class is: 276. (2) Reactant: [CH2:1]([N:8]([CH2:29][CH2:30][CH2:31][N:32]1[CH2:37][CH2:36][O:35][CH2:34][CH2:33]1)[C:9]([C:11]1[CH:16]=[CH:15][C:14]([NH:17][C:18]([N:20]2[CH2:28][C:27]3[C:22](=[CH:23][CH:24]=[CH:25][CH:26]=3)[CH2:21]2)=[O:19])=[CH:13][CH:12]=1)=O)[C:2]1[CH:7]=[CH:6][CH:5]=[CH:4][CH:3]=1.Cl. Product: [CH2:1]([N:8]([CH2:9][C:11]1[CH:16]=[CH:15][C:14]([NH:17][C:18]([N:20]2[CH2:21][C:22]3[C:27](=[CH:26][CH:25]=[CH:24][CH:23]=3)[CH2:28]2)=[O:19])=[CH:13][CH:12]=1)[CH2:29][CH2:30][CH2:31][N:32]1[CH2:33][CH2:34][O:35][CH2:36][CH2:37]1)[C:2]1[CH:3]=[CH:4][CH:5]=[CH:6][CH:7]=1. The catalyst class is: 36. (3) Reactant: [F:1][C:2]1[CH:7]=[CH:6][C:5]([CH:8]([N:29]2[CH2:34][CH2:33][N:32]([CH:35]([CH3:37])[CH3:36])[CH2:31][CH2:30]2)[CH2:9][N:10]2[CH2:15][CH2:14][N:13]([CH2:16][CH2:17][CH2:18][CH:19](Br)[C:20](=O)[C:21]3[CH:26]=[CH:25][CH:24]=[CH:23][CH:22]=3)[CH2:12][CH2:11]2)=[CH:4][CH:3]=1.[NH2:38][C:39]([NH2:41])=[S:40].C(=O)(O)[O-].[Na+]. Product: [F:1][C:2]1[CH:7]=[CH:6][C:5]([CH:8]([N:29]2[CH2:34][CH2:33][N:32]([CH:35]([CH3:37])[CH3:36])[CH2:31][CH2:30]2)[CH2:9][N:10]2[CH2:15][CH2:14][N:13]([CH2:16][CH2:17][CH2:18][C:19]3[S:40][C:39]([NH2:41])=[N:38][C:20]=3[C:21]3[CH:26]=[CH:25][CH:24]=[CH:23][CH:22]=3)[CH2:12][CH2:11]2)=[CH:4][CH:3]=1. The catalyst class is: 8. (4) Reactant: [OH:1][C:2]1[CH:9]=[CH:8][C:5]([CH:6]=[O:7])=[CH:4][CH:3]=1.C(=O)([O-])[O-].[K+].[K+].Br[CH2:17][CH2:18][CH2:19][C:20]([O:22][CH2:23][CH3:24])=[O:21]. Product: [CH2:23]([O:22][C:20]([CH2:19][CH2:18][CH2:17][O:1][C:2]1[CH:9]=[CH:8][C:5]([CH:6]=[O:7])=[CH:4][CH:3]=1)=[O:21])[CH3:24]. The catalyst class is: 10. (5) Reactant: [CH3:1][C:2]1[C:10]2[C:5](=[CH:6][CH:7]=[C:8]([CH:11]=O)[CH:9]=2)[NH:4][N:3]=1.[NH2:13][C:14]([C:18]1[CH:23]=[CH:22][C:21]([F:24])=[CH:20][C:19]=1[F:25])=[CH:15][C:16]#[N:17].[C:33]([O:35][CH2:36][C:37](=O)[CH2:32][C:33]([O:35][CH2:36][CH3:37])=[O:34])(=[O:34])[CH3:32].Cl. Product: [F:25][C:19]1[CH:20]=[C:21]([F:24])[CH:22]=[CH:23][C:18]=1[C:14]1[NH:13][C:37]2[CH2:36][O:35][C:33](=[O:34])[C:32]=2[CH:11]([C:8]2[CH:9]=[C:10]3[C:5](=[CH:6][CH:7]=2)[NH:4][N:3]=[C:2]3[CH3:1])[C:15]=1[C:16]#[N:17]. The catalyst class is: 259. (6) The catalyst class is: 2. Product: [CH2:1]([O:8][N:9]1[C:15](=[O:16])[N:14]2[CH2:17][C@H:10]1[CH2:11][CH2:12][C@H:13]2[C:18]([NH:21][O:22][CH2:23][CH:24]1[CH2:29][CH2:28][CH2:27][CH2:26][N:25]1[C:30]([O:32][C:33]([CH3:36])([CH3:35])[CH3:34])=[O:31])=[O:20])[C:2]1[CH:3]=[CH:4][CH:5]=[CH:6][CH:7]=1. Reactant: [CH2:1]([O:8][N:9]1[C:15](=[O:16])[N:14]2[CH2:17][C@H:10]1[CH2:11][CH2:12][C@H:13]2[C:18]([OH:20])=O)[C:2]1[CH:7]=[CH:6][CH:5]=[CH:4][CH:3]=1.[NH2:21][O:22][CH2:23][CH:24]1[CH2:29][CH2:28][CH2:27][CH2:26][N:25]1[C:30]([O:32][C:33]([CH3:36])([CH3:35])[CH3:34])=[O:31].ON1C2C=CC=CC=2N=N1.Cl.C(N=C=NCCCN(C)C)C. (7) Reactant: FC(F)(F)C(O)=O.C(OC([N:15]1[CH2:19][C@H:18]([NH:20][C:21]2[CH:22]=[C:23]3[C:28](=[CH:29][CH:30]=2)[CH:27]=[N:26][CH:25]=[CH:24]3)[CH2:17][C@H:16]1[C:31](=[O:41])[NH:32][C:33]1[CH:38]=[CH:37][C:36]([CH2:39][CH3:40])=[CH:35][CH:34]=1)=O)(C)(C)C. Product: [CH2:39]([C:36]1[CH:35]=[CH:34][C:33]([NH:32][C:31]([C@@H:16]2[CH2:17][C@@H:18]([NH:20][C:21]3[CH:22]=[C:23]4[C:28](=[CH:29][CH:30]=3)[CH:27]=[N:26][CH:25]=[CH:24]4)[CH2:19][NH:15]2)=[O:41])=[CH:38][CH:37]=1)[CH3:40]. The catalyst class is: 89. (8) Reactant: [NH2:1][C:2]1[N:11]=[C:10]([CH3:12])[C:9]2[C:8](=[N:13][O:14][CH2:15][C:16]([OH:18])=O)[CH2:7][CH:6]([C:19]3[CH:24]=[CH:23][CH:22]=[CH:21][C:20]=3[C:25]3[CH:30]=[CH:29][CH:28]=[CH:27][CH:26]=3)[CH2:5][C:4]=2[N:3]=1.S(Cl)(Cl)=O.[NH:35]1[CH2:40][CH2:39][O:38][CH2:37][CH2:36]1.C(N(CC)CC)C. Product: [N:35]1([C:16](=[O:18])[CH2:15][O:14][N:13]=[C:8]2[CH2:7][CH:6]([C:19]3[CH:24]=[CH:23][CH:22]=[CH:21][C:20]=3[C:25]3[CH:30]=[CH:29][CH:28]=[CH:27][CH:26]=3)[CH2:5][C:4]3[N:3]=[C:2]([NH2:1])[N:11]=[C:10]([CH3:12])[C:9]2=3)[CH2:40][CH2:39][O:38][CH2:37][CH2:36]1. The catalyst class is: 2.